This data is from Forward reaction prediction with 1.9M reactions from USPTO patents (1976-2016). The task is: Predict the product of the given reaction. (1) Given the reactants Br[C:2]1[CH:3]=[N:4][CH:5]=[CH:6][CH:7]=1.[NH2:8][CH2:9][C:10]1[CH:11]=[C:12](B(O)O)[CH:13]=[CH:14][CH:15]=1.O, predict the reaction product. The product is: [N:4]1[CH:5]=[CH:6][CH:7]=[C:2]([C:14]2[CH:15]=[C:10]([CH2:9][NH2:8])[CH:11]=[CH:12][CH:13]=2)[CH:3]=1. (2) Given the reactants [O:1]=[C:2]([N:9]([N:16]1[CH2:21][CH2:20][O:19][CH2:18][C:17]1=O)[C:10]1[CH:15]=[CH:14][CH:13]=[CH:12][CH:11]=1)[CH2:3][C:4]([O:6][CH2:7][CH3:8])=[O:5], predict the reaction product. The product is: [O:1]=[C:2]1[C:3]([C:4]([O:6][CH2:7][CH3:8])=[O:5])=[C:17]2[CH2:18][O:19][CH2:20][CH2:21][N:16]2[N:9]1[C:10]1[CH:15]=[CH:14][CH:13]=[CH:12][CH:11]=1. (3) Given the reactants [Cl:1][C:2]1[CH:3]=[C:4]([CH2:8][CH2:9][NH:10][C:11](=[O:17])[O:12][C:13]([CH3:16])([CH3:15])[CH3:14])[CH:5]=[N:6][CH:7]=1.ClC1C=CC=C(C(OO)=[O:26])C=1, predict the reaction product. The product is: [C:13]([O:12][C:11]([NH:10][CH2:9][CH2:8][C:4]1[CH:5]=[N+:6]([O-:26])[CH:7]=[C:2]([Cl:1])[CH:3]=1)=[O:17])([CH3:14])([CH3:16])[CH3:15]. (4) Given the reactants FC(F)(F)C(O)=O.[CH3:8][O:9][C:10]([C@H:12]1[CH2:17][CH2:16][C@H:15]([NH:18]C(OC(C)(C)C)=O)[CH2:14][CH2:13]1)=[O:11], predict the reaction product. The product is: [CH3:8][O:9][C:10]([C@H:12]1[CH2:17][CH2:16][C@H:15]([NH2:18])[CH2:14][CH2:13]1)=[O:11].